The task is: Regression. Given a peptide amino acid sequence and an MHC pseudo amino acid sequence, predict their binding affinity value. This is MHC class I binding data.. This data is from Peptide-MHC class I binding affinity with 185,985 pairs from IEDB/IMGT. The peptide sequence is ISEDMHTDK. The MHC is HLA-B08:02 with pseudo-sequence HLA-B08:02. The binding affinity (normalized) is 0.0847.